This data is from Forward reaction prediction with 1.9M reactions from USPTO patents (1976-2016). The task is: Predict the product of the given reaction. Given the reactants [CH:1]1([CH:6]2[O:10][B:9]([OH:11])[C:8]3[CH:12]=[C:13]([NH:16][C:17](=[O:28])[C:18]4[CH:23]=[CH:22][CH:21]=[CH:20][C:19]=4[C:24]([F:27])([F:26])[F:25])[CH:14]=[CH:15][C:7]2=3)[CH2:5][CH2:4]CC1.[CH2:29]([Mg]Br)C(C)C, predict the reaction product. The product is: [OH:11][B:9]1[C:8]2[CH:12]=[C:13]([NH:16][C:17](=[O:28])[C:18]3[CH:23]=[CH:22][CH:21]=[CH:20][C:19]=3[C:24]([F:26])([F:27])[F:25])[CH:14]=[CH:15][C:7]=2[CH:6]([CH2:1][CH:5]([CH3:4])[CH3:29])[O:10]1.